The task is: Predict the reactants needed to synthesize the given product.. This data is from Full USPTO retrosynthesis dataset with 1.9M reactions from patents (1976-2016). (1) Given the product [F:25][C:22]1[CH:21]=[CH:20][C:19]([CH2:18][CH2:17][C:14]2[CH:13]=[CH:12][C:11]([S:8]([C:5]3[CH:4]=[CH:3][C:2]([F:1])=[CH:7][CH:6]=3)(=[O:10])=[O:9])=[CH:16][N:15]=2)=[CH:24][CH:23]=1, predict the reactants needed to synthesize it. The reactants are: [F:1][C:2]1[CH:7]=[CH:6][C:5]([S:8]([C:11]2[CH:12]=[CH:13][C:14](/[CH:17]=[CH:18]/[C:19]3[CH:24]=[CH:23][C:22]([F:25])=[CH:21][CH:20]=3)=[N:15][CH:16]=2)(=[O:10])=[O:9])=[CH:4][CH:3]=1.C(OCC)(=O)C.[H][H]. (2) Given the product [N+:26]([C:29]1[CH:36]=[C:35]([N+:37]([O-:39])=[O:38])[CH:34]=[CH:33][C:30]=1[CH:31]=[CH:5][C:4]([O:3][CH2:1][CH3:2])=[O:25])([O-:28])=[O:27], predict the reactants needed to synthesize it. The reactants are: [CH2:1]([O:3][C:4](=[O:25])[CH:5]=P(C1C=CC=CC=1)(C1C=CC=CC=1)C1C=CC=CC=1)[CH3:2].[N+:26]([C:29]1[CH:36]=[C:35]([N+:37]([O-:39])=[O:38])[CH:34]=[CH:33][C:30]=1[CH:31]=O)([O-:28])=[O:27]. (3) Given the product [C:1]1([C:7]([C:8](=[O:14])[CH2:9][CH2:10][CH2:11][CH2:12][CH3:13])=[CH2:16])[CH:6]=[CH:5][CH:4]=[CH:3][CH:2]=1, predict the reactants needed to synthesize it. The reactants are: [C:1]1([CH2:7][C:8](=[O:14])[CH2:9][CH2:10][CH2:11][CH2:12][CH3:13])[CH:6]=[CH:5][CH:4]=[CH:3][CH:2]=1.N1CCCC[CH2:16]1.C(O)(=O)C.C=O. (4) Given the product [CH3:14][C:13]1[N:40]([CH2:39][CH2:38][CH2:37][N:34]2[CH2:35][CH2:36][O:31][CH2:32][CH2:33]2)[C:23]([C:24]2[CH:29]=[CH:28][CH:27]=[CH:26][CH:25]=2)=[CH:22][C:16]=1[C:17]([O:19][CH2:20][CH3:21])=[O:18], predict the reactants needed to synthesize it. The reactants are: O.C1(C)C=CC(S(O)(=O)=O)=CC=1.[C:13]([CH:16]([CH2:22][C:23](=O)[C:24]1[CH:29]=[CH:28][CH:27]=[CH:26][CH:25]=1)[C:17]([O:19][CH2:20][CH3:21])=[O:18])(=O)[CH3:14].[O:31]1[CH2:36][CH2:35][N:34]([CH2:37][CH2:38][CH2:39][NH2:40])[CH2:33][CH2:32]1. (5) Given the product [CH:5]1[C:6]([C@H:7]2[C@H:12]([CH2:13][O:14][C:15]3[CH:16]=[CH:17][C:18]4[O:23][CH2:22][O:21][C:19]=4[CH:20]=3)[CH2:11][NH:10][CH2:9][CH2:8]2)=[CH:1][CH:2]=[C:3]([F:24])[CH:4]=1.[ClH:25], predict the reactants needed to synthesize it. The reactants are: [CH:1]1[C:6]([C@H:7]2[C@H:12]([CH2:13][O:14][C:15]3[CH:16]=[CH:17][C:18]4[O:23][CH2:22][O:21][C:19]=4[CH:20]=3)[CH2:11][NH:10][CH2:9][CH2:8]2)=[CH:5][CH:4]=[C:3]([F:24])[CH:2]=1.[ClH:25]. (6) Given the product [F:6][C:7]1[CH:12]=[CH:11][C:10]([O:13][C:15]2[CH:22]=[CH:21][C:18]([CH:19]=[O:20])=[CH:17][CH:16]=2)=[CH:9][CH:8]=1, predict the reactants needed to synthesize it. The reactants are: CN(C)C=O.[F:6][C:7]1[CH:12]=[CH:11][C:10]([OH:13])=[CH:9][CH:8]=1.F[C:15]1[CH:22]=[CH:21][C:18]([CH:19]=[O:20])=[CH:17][CH:16]=1.C(=O)([O-])[O-].[K+].[K+]. (7) Given the product [Cl:1][C:2]1[C:11]2[C:6](=[CH:7][C:8]([O:14][CH2:16][CH2:17][CH2:18][CH2:19][Cl:20])=[C:9]([O:12][CH3:13])[CH:10]=2)[N:5]=[CH:4][N:3]=1, predict the reactants needed to synthesize it. The reactants are: [Cl:1][C:2]1[C:11]2[C:6](=[CH:7][C:8]([OH:14])=[C:9]([O:12][CH3:13])[CH:10]=2)[N:5]=[CH:4][N:3]=1.Br[CH2:16][CH2:17][CH2:18][CH2:19][Cl:20].C(=O)([O-])[O-].[K+].[K+]. (8) The reactants are: Br[C:2]1[CH:3]=[CH:4][C:5]([CH2:8][C:9]([O:11][CH3:12])=[O:10])=[N:6][CH:7]=1.[CH3:13][C:14]1([CH3:30])[C:18]([CH3:20])([CH3:19])[O:17][B:16]([B:16]2[O:17][C:18]([CH3:20])([CH3:19])[C:14]([CH3:30])([CH3:13])[O:15]2)[O:15]1.CC([O-])=O.[K+]. Given the product [CH3:13][C:14]1([CH3:30])[C:18]([CH3:20])([CH3:19])[O:17][B:16]([C:2]2[CH:3]=[CH:4][C:5]([CH2:8][C:9]([O:11][CH3:12])=[O:10])=[N:6][CH:7]=2)[O:15]1, predict the reactants needed to synthesize it.